This data is from Full USPTO retrosynthesis dataset with 1.9M reactions from patents (1976-2016). The task is: Predict the reactants needed to synthesize the given product. (1) Given the product [CH2:27]([O:29]/[N:30]=[C:23](/[C:20]1[CH:21]=[CH:22][C:17]2[N:18]([C:14]([C:11]3([C:7]4[CH:6]=[C:5]5[C:10](=[CH:9][CH:8]=4)[N:1]=[CH:2][CH:3]=[CH:4]5)[CH2:13][CH2:12]3)=[N:15][N:16]=2)[N:19]=1)\[CH3:24])[CH3:28], predict the reactants needed to synthesize it. The reactants are: [N:1]1[C:10]2[C:5](=[CH:6][C:7]([C:11]3([C:14]4[N:18]5[N:19]=[C:20]([C:23](=O)[CH3:24])[CH:21]=[CH:22][C:17]5=[N:16][N:15]=4)[CH2:13][CH2:12]3)=[CH:8][CH:9]=2)[CH:4]=[CH:3][CH:2]=1.Cl.[CH2:27]([O:29][NH2:30])[CH3:28]. (2) Given the product [NH2:21][C:19]1[S:20][CH:2]=[C:3]([C:5]2[CH:10]=[CH:9][C:8]([CH2:11][CH2:12][C:13]([O:15][CH2:16][CH3:17])=[O:14])=[CH:7][CH:6]=2)[N:18]=1, predict the reactants needed to synthesize it. The reactants are: Br[CH2:2][C:3]([C:5]1[CH:10]=[CH:9][C:8]([CH2:11][CH2:12][C:13]([O:15][CH2:16][CH3:17])=[O:14])=[CH:7][CH:6]=1)=O.[NH2:18][C:19]([NH2:21])=[S:20].